Dataset: Drug-target binding data from BindingDB using Kd measurements. Task: Regression. Given a target protein amino acid sequence and a drug SMILES string, predict the binding affinity score between them. We predict pKd (pKd = -log10(Kd in M); higher means stronger binding). Dataset: bindingdb_kd. The small molecule is CCCCCCCCCC/C=C/CCCC(=O)O. The target protein sequence is MKRLSLREAWPYLKDLQQDPLAVLLAWGRAHPRLFLPLPRFPLALIFDPEGVEGALLAEGTTKATFQYRALSRLTGRGLLTDWGESWKEARKALKDPFLPKNVRGYREAMEEEARAFFGEWRGEERDLDHEMLALSLRLLGRALFGKPLSPSLAEHALKALDRIMAQTRSPLALLDLAAEARFRKDRGALYREAEALIVHPPLSHLPRERALSEAVTLLVAGHETVASALTWSFLLLSHRPDWQKRVAESEEAALAAFQEALRLYPPAWILTRRLERPLLLGEDRLPPGTTLVLSPYVTQRLHFPDGEAFRPERFLEERGTPSGRYFPFGLGQRLCLGRDFALLEGPIVLRAFFRRFRLDPLPFPRVLAQVTLRPEGGLPARPREEVRA. The pKd is 3.8.